This data is from Reaction yield outcomes from USPTO patents with 853,638 reactions. The task is: Predict the reaction yield, written as a fraction of the theoretical maximum amount of product (1.0 means a 100% yield; for example, 0.34 means a 34% yield). (1) The reactants are [CH3:1][C:2]1[CH:7]=[CH:6][C:5]([NH:8][C:9](=O)[CH2:10][O:11][C:12]2[CH:17]=[CH:16][C:15]([O:18][C:19]3[C:28]4[C:23](=[CH:24][C:25]([O:31][CH3:32])=[C:26]([O:29][CH3:30])[CH:27]=4)[N:22]=[CH:21][CH:20]=3)=[CH:14][CH:13]=2)=[CH:4][CH:3]=1.Cl.[OH-].[Na+]. The catalyst is O1CCCC1. The product is [CH3:30][O:29][C:26]1[CH:27]=[C:28]2[C:23](=[CH:24][C:25]=1[O:31][CH3:32])[N:22]=[CH:21][CH:20]=[C:19]2[O:18][C:15]1[CH:16]=[CH:17][C:12]([O:11][CH2:10][CH2:9][NH:8][C:5]2[CH:4]=[CH:3][C:2]([CH3:1])=[CH:7][CH:6]=2)=[CH:13][CH:14]=1. The yield is 0.200. (2) The reactants are [NH2:1][C@@H:2]([CH:44]([CH3:46])[CH3:45])[C:3]([N:5]1[CH2:9][CH2:8][CH2:7][C@H:6]1[C:10]1[NH:11][C:12]([C:15]2[CH:20]=[CH:19][C:18]([C:21]3[CH:26]=[CH:25][C:24]([C:27]4[NH:31][C:30]([C@@H:32]5[CH2:36][CH2:35][CH2:34][N:33]5[C:37]([O:39][C:40]([CH3:43])([CH3:42])[CH3:41])=[O:38])=[N:29][CH:28]=4)=[CH:23][CH:22]=3)=[CH:17][CH:16]=2)=[CH:13][N:14]=1)=[O:4].Br[C:48]1[N:53]=[CH:52][CH:51]=[CH:50][N:49]=1.CCN(C(C)C)C(C)C. The catalyst is C1(C)C=CC=CC=1.CS(C)=O. The product is [CH3:45][CH:44]([CH3:46])[C@H:2]([NH:1][C:48]1[N:53]=[CH:52][CH:51]=[CH:50][N:49]=1)[C:3]([N:5]1[CH2:9][CH2:8][CH2:7][C@H:6]1[C:10]1[NH:11][C:12]([C:15]2[CH:20]=[CH:19][C:18]([C:21]3[CH:22]=[CH:23][C:24]([C:27]4[NH:31][C:30]([C@@H:32]5[CH2:36][CH2:35][CH2:34][N:33]5[C:37]([O:39][C:40]([CH3:41])([CH3:43])[CH3:42])=[O:38])=[N:29][CH:28]=4)=[CH:25][CH:26]=3)=[CH:17][CH:16]=2)=[CH:13][N:14]=1)=[O:4]. The yield is 0.740. (3) The reactants are C(NC(C1SC(N2C(O)CN(CC3C=CC(F)=CC=3)C2=O)=NC=1C)=O)C1C=CC=CC=1.O[CH:33]1[N:37]([C:38]2[S:39][C:40]([C:44]([NH:46][CH2:47][C:48]3[CH:49]=[N:50][CH:51]=[CH:52][CH:53]=3)=[O:45])=[C:41]([CH3:43])[N:42]=2)[C:36](=[O:54])[N:35]([CH2:55][C:56]2[CH:61]=[CH:60][C:59]([C:62]([F:65])([F:64])[F:63])=[CH:58][CH:57]=2)[CH2:34]1. No catalyst specified. The product is [CH3:43][C:41]1[N:42]=[C:38]([N:37]2[CH:33]=[CH:34][N:35]([CH2:55][C:56]3[CH:57]=[CH:58][C:59]([C:62]([F:65])([F:64])[F:63])=[CH:60][CH:61]=3)[C:36]2=[O:54])[S:39][C:40]=1[C:44]([NH:46][CH2:47][C:48]1[CH:49]=[N:50][CH:51]=[CH:52][CH:53]=1)=[O:45]. The yield is 0.810. (4) The yield is 0.770. The reactants are [CH2:1]1[C:10]2[C:5](=[CH:6][C:7]([O:11][C:12]3[CH:20]=[CH:19][C:15]([C:16]([NH2:18])=[O:17])=[CH:14][CH:13]=3)=[CH:8][CH:9]=2)[CH2:4][CH2:3][NH:2]1.CN(C=O)C.CCN(CC)CC.[CH2:33](Br)[CH2:34][CH2:35][CH2:36][CH3:37]. The product is [CH2:33]([N:2]1[CH2:3][CH2:4][C:5]2[C:10](=[CH:9][CH:8]=[C:7]([O:11][C:12]3[CH:20]=[CH:19][C:15]([C:16]([NH2:18])=[O:17])=[CH:14][CH:13]=3)[CH:6]=2)[CH2:1]1)[CH2:34][CH2:35][CH2:36][CH3:37]. The catalyst is C(OCC)(=O)C. (5) The reactants are [C:1]([C:3]1[N:8]=[CH:7][C:6]([C:9]([OH:11])=O)=[CH:5][CH:4]=1)#[N:2].O.ON1C2C=CC=CC=2N=N1.[CH3:23][CH:24]([N:26]1[CH2:31][CH2:30][CH:29]([O:32][C:33]2[CH:38]=[CH:37][C:36]([CH:39]3[CH2:44][CH2:43][NH:42][CH2:41][CH2:40]3)=[CH:35][CH:34]=2)[CH2:28][CH2:27]1)[CH3:25]. The catalyst is ClCCl. The product is [CH3:25][CH:24]([N:26]1[CH2:27][CH2:28][CH:29]([O:32][C:33]2[CH:38]=[CH:37][C:36]([CH:39]3[CH2:44][CH2:43][N:42]([C:9]([C:6]4[CH:5]=[CH:4][C:3]([C:1]#[N:2])=[N:8][CH:7]=4)=[O:11])[CH2:41][CH2:40]3)=[CH:35][CH:34]=2)[CH2:30][CH2:31]1)[CH3:23]. The yield is 0.270.